From a dataset of Catalyst prediction with 721,799 reactions and 888 catalyst types from USPTO. Predict which catalyst facilitates the given reaction. (1) Product: [CH:28]1([CH2:33][CH:34]([C:38]2[CH:43]=[CH:42][C:41]([C:44]3[CH:45]=[C:46]4[C:50](=[CH:51][CH:52]=3)[NH:49][CH:48]=[CH:47]4)=[CH:40][CH:39]=2)[C:35]([NH:53][C:54]2[S:55][CH:56]=[CH:57][N:58]=2)=[O:36])[CH2:29][CH2:30][CH2:31][CH2:32]1. The catalyst class is: 2. Reactant: C1(P(C2C=CC=CC=2)C2C=CC=CC=2)C=CC=CC=1.BrN1C(=O)CCC1=O.[CH:28]1([CH2:33][CH:34]([C:38]2[CH:43]=[CH:42][C:41]([C:44]3[CH:45]=[C:46]4[C:50](=[CH:51][CH:52]=3)[NH:49][CH:48]=[CH:47]4)=[CH:40][CH:39]=2)[C:35](O)=[O:36])[CH2:32][CH2:31][CH2:30][CH2:29]1.[NH2:53][C:54]1[S:55][CH:56]=[CH:57][N:58]=1. (2) Reactant: [Cl:1][C:2]1[CH:10]=[C:9]([Cl:11])[CH:8]=[CH:7][C:3]=1[C:4](Cl)=[O:5].[C:12]1([OH:18])[CH:17]=[CH:16][CH:15]=[CH:14][CH:13]=1.C(N(CC)CC)C. Product: [Cl:1][C:2]1[CH:10]=[C:9]([Cl:11])[CH:8]=[CH:7][C:3]=1[C:4]([O:18][C:12]1[CH:17]=[CH:16][CH:15]=[CH:14][CH:13]=1)=[O:5]. The catalyst class is: 2. (3) Reactant: [Li]C(CC)C.CN(CCN(C)C)C.[CH3:14][O:15][C:16]1[CH:26]=[CH:25][C:19]2[CH2:20][C:21]([CH3:24])([CH3:23])[O:22][C:18]=2[CH:17]=1.[Li].[B:28](OC)([O:31]C)[O:29]C. Product: [CH3:14][O:15][C:16]1[CH:26]=[CH:25][C:19]2[CH2:20][C:21]([CH3:24])([CH3:23])[O:22][C:18]=2[C:17]=1[B:28]([OH:31])[OH:29]. The catalyst class is: 1. (4) Reactant: [CH:1]1([C:4]2[C:9]3[S:10][C:11](CC4C(C)=NNC=4C)=[C:12](C(N4C[C@H](O)CO4)=O)[C:8]=3[C:7](=[O:29])[N:6]([CH3:30])[N:5]=2)[CH2:3][CH2:2]1.[CH2:31](N(CC)CC)C.C(O)(=O)C(O)=O.C(NN)C. Product: [CH:1]1([C:4]2[C:9]3[S:10][CH:11]=[CH:12][C:8]=3[C:7](=[O:29])[N:6]([CH2:30][CH3:31])[N:5]=2)[CH2:2][CH2:3]1. The catalyst class is: 8. (5) Reactant: [NH2:1][C:2]1[N:7]=[C:6]([CH2:8][OH:9])[C:5]([C:10]2[CH:15]=[CH:14][C:13]([NH:16][CH2:17][C:18]3[CH:23]=[CH:22][C:21]([Cl:24])=[CH:20][CH:19]=3)=[CH:12][CH:11]=2)=[C:4]([NH2:25])[N:3]=1.CC(C)([O-])C.[Na+].[F:32][C:33]1[C:40]([CH3:41])=[CH:39][CH:38]=[CH:37][C:34]=1[CH2:35]Br.Cl. Product: [Cl:24][C:21]1[CH:22]=[CH:23][C:18]([CH2:17][NH:16][C:13]2[CH:14]=[CH:15][C:10]([C:5]3[C:4]([NH2:25])=[N:3][C:2]([NH2:1])=[N:7][C:6]=3[CH2:8][O:9][CH2:35][C:34]3[CH:37]=[CH:38][CH:39]=[C:40]([CH3:41])[C:33]=3[F:32])=[CH:11][CH:12]=2)=[CH:19][CH:20]=1. The catalyst class is: 121. (6) Reactant: [CH:1]1[CH:6]=[N+:5]([C@@H:7]2[O:11][C@H:10]([CH2:12][O:13][P:14]([O:17][P:18]([O:21][CH2:22][C@H:23]3[O:27][C@@H:26]([N:28]4[C:32]5[N:33]=[CH:34][N:35]=[C:36]([NH2:37])[C:31]=5[N:30]=[CH:29]4)[C@H:25]([OH:38])[C@@H:24]3[OH:39])([OH:20])=[O:19])([OH:16])=[O:15])[C@@H:9]([OH:40])[C@H:8]2[OH:41])[CH:4]=[C:3]([C:42]([NH2:44])=[O:43])[CH:2]=1. Product: [CH:34]1[N:35]=[C:36]([NH2:37])[C:31]2[N:30]=[CH:29][N:28]([C@@H:26]3[O:27][C@H:23]([CH2:22][O:21][P:18]([O:17][P:14]([O:13][CH2:12][C@H:10]4[O:11][C@@H:7]([N:5]5[CH:4]=[C:3]([C:42]([NH2:44])=[O:43])[CH2:2][CH:1]=[CH:6]5)[C@H:8]([OH:41])[C@@H:9]4[OH:40])([OH:16])=[O:15])([OH:20])=[O:19])[C@@H:24]([OH:39])[C@H:25]3[OH:38])[C:32]=2[N:33]=1. The catalyst class is: 16.